Dataset: NCI-60 drug combinations with 297,098 pairs across 59 cell lines. Task: Regression. Given two drug SMILES strings and cell line genomic features, predict the synergy score measuring deviation from expected non-interaction effect. (1) Drug 1: C1=NC2=C(N1)C(=S)N=CN2. Drug 2: CCC1(C2=C(COC1=O)C(=O)N3CC4=CC5=C(C=CC(=C5CN(C)C)O)N=C4C3=C2)O.Cl. Cell line: MCF7. Synergy scores: CSS=19.2, Synergy_ZIP=-8.58, Synergy_Bliss=-5.99, Synergy_Loewe=-9.45, Synergy_HSA=-5.24. (2) Drug 1: C1=CC=C(C(=C1)C(C2=CC=C(C=C2)Cl)C(Cl)Cl)Cl. Drug 2: C1CC(=O)NC(=O)C1N2C(=O)C3=CC=CC=C3C2=O. Cell line: NCIH23. Synergy scores: CSS=0.209, Synergy_ZIP=-1.87, Synergy_Bliss=-4.15, Synergy_Loewe=-6.39, Synergy_HSA=-4.57. (3) Cell line: UACC62. Drug 1: CC1=C(C=C(C=C1)NC2=NC=CC(=N2)N(C)C3=CC4=NN(C(=C4C=C3)C)C)S(=O)(=O)N.Cl. Synergy scores: CSS=17.3, Synergy_ZIP=-6.60, Synergy_Bliss=0.940, Synergy_Loewe=-9.26, Synergy_HSA=1.16. Drug 2: C1CN1P(=S)(N2CC2)N3CC3. (4) Drug 1: CC1C(C(CC(O1)OC2CC(OC(C2O)C)OC3=CC4=CC5=C(C(=O)C(C(C5)C(C(=O)C(C(C)O)O)OC)OC6CC(C(C(O6)C)O)OC7CC(C(C(O7)C)O)OC8CC(C(C(O8)C)O)(C)O)C(=C4C(=C3C)O)O)O)O. Drug 2: N.N.Cl[Pt+2]Cl. Cell line: HL-60(TB). Synergy scores: CSS=76.4, Synergy_ZIP=1.70, Synergy_Bliss=2.63, Synergy_Loewe=-0.702, Synergy_HSA=1.67.